From a dataset of Forward reaction prediction with 1.9M reactions from USPTO patents (1976-2016). Predict the product of the given reaction. (1) Given the reactants [Cl:1][C:2]1[CH:7]=[CH:6][C:5]([OH:8])=[C:4]([B:9]2[O:13][C:12]([CH3:15])([CH3:14])[C:11]([CH3:17])([CH3:16])[O:10]2)[CH:3]=1.[C:18]([O:23][C:24]([CH3:27])([CH3:26])[CH3:25])(=[O:22])[C@@H:19]([CH3:21])O, predict the reaction product. The product is: [Cl:1][C:2]1[CH:7]=[CH:6][C:5]([O:8][C@@H:19]([CH3:21])[C:18]([O:23][C:24]([CH3:27])([CH3:26])[CH3:25])=[O:22])=[C:4]([B:9]2[O:13][C:12]([CH3:15])([CH3:14])[C:11]([CH3:17])([CH3:16])[O:10]2)[CH:3]=1. (2) Given the reactants [C:1]([O:5][C:6]([N:8]1[C:12]2[CH:13]=[CH:14][C:15]([Cl:17])=[CH:16][C:11]=2[N:10]=[C:9]1[C:18]1[CH:23]=[C:22](Br)[CH:21]=[CH:20][C:19]=1[F:25])=[O:7])([CH3:4])([CH3:3])[CH3:2].C(P(C(C)(C)C)C1C=CC=CC=1C1C(CCC)=CC(CCC)=CC=1CCC)(C)(C)C.CC(C)([O-])C.[Na+].[CH2:62]([O:64][C:65]([CH:67]1[CH2:72][CH2:71][NH:70][CH2:69][CH2:68]1)=[O:66])[CH3:63], predict the reaction product. The product is: [C:1]([O:5][C:6]([N:8]1[C:12]2[CH:13]=[CH:14][C:15]([Cl:17])=[CH:16][C:11]=2[N:10]=[C:9]1[C:18]1[CH:23]=[C:22]([N:70]2[CH2:71][CH2:72][CH:67]([C:65]([O:64][CH2:62][CH3:63])=[O:66])[CH2:68][CH2:69]2)[CH:21]=[CH:20][C:19]=1[F:25])=[O:7])([CH3:4])([CH3:3])[CH3:2].